From a dataset of Forward reaction prediction with 1.9M reactions from USPTO patents (1976-2016). Predict the product of the given reaction. Given the reactants [Cl:1][C:2]1[CH:7]=[CH:6][C:5]([CH:8]([C:32]2[CH:37]=[CH:36][C:35]([Cl:38])=[CH:34][CH:33]=2)[C:9]2[CH:10]=[C:11]3[C:16](=[CH:17][CH:18]=2)[NH:15][C:14](=[O:19])[CH:13]=[C:12]3[C:20]2[CH2:21][CH2:22][N:23](C(=O)C(F)(F)F)[CH2:24][CH:25]=2)=[CH:4][CH:3]=1.C([O-])([O-])=O.[Na+].[Na+], predict the reaction product. The product is: [Cl:38][C:35]1[CH:36]=[CH:37][C:32]([CH:8]([C:5]2[CH:4]=[CH:3][C:2]([Cl:1])=[CH:7][CH:6]=2)[C:9]2[CH:10]=[C:11]3[C:16](=[CH:17][CH:18]=2)[NH:15][C:14](=[O:19])[CH:13]=[C:12]3[C:20]2[CH2:21][CH2:22][NH:23][CH2:24][CH:25]=2)=[CH:33][CH:34]=1.